This data is from Full USPTO retrosynthesis dataset with 1.9M reactions from patents (1976-2016). The task is: Predict the reactants needed to synthesize the given product. (1) The reactants are: FC(F)(F)C([NH:5][CH2:6][CH:7]1[CH2:12][CH2:11][N:10]([C:13]2[N:18]=[C:17]([C:19]3[CH:28]=[CH:27][C:26]4[C:21](=[CH:22][CH:23]=[C:24]([OH:29])[CH:25]=4)[CH:20]=3)[CH:16]=[CH:15][N:14]=2)[CH2:9][CH2:8]1)=O.[NH2:5][CH2:6][CH:7]1[CH2:12][CH2:11][N:10]([C:13]2[N:18]=[C:17]([C:19]3[CH:20]=[C:21]4[C:26](=[CH:27][CH:28]=3)[CH:25]=[C:24]([OH:29])[CH:23]=[CH:22]4)[CH:16]=[CH:15][N:14]=2)[CH2:9][CH2:8]1.C(=O)([O-])[O-].[K+].[K+].O. Given the product [NH2:5][CH2:6][CH:7]1[CH2:12][CH2:11][N:10]([C:13]2[N:18]=[C:17]([C:19]3[CH:20]=[C:21]4[C:26](=[CH:27][CH:28]=3)[CH:25]=[C:24]([OH:29])[CH:23]=[CH:22]4)[CH:16]=[CH:15][N:14]=2)[CH2:9][CH2:8]1, predict the reactants needed to synthesize it. (2) Given the product [NH2:1][C:2]1[C:3]2[C:10]([C:11]3[CH:16]=[CH:15][CH:14]=[C:13]([O:17][CH2:18][CH:19]4[CH2:24][CH2:23][CH2:22][CH2:21][O:20]4)[CH:12]=3)=[CH:9][N:8]([C@@H:25]3[CH2:28][C@H:27]([CH:29]=[O:30])[CH2:26]3)[C:4]=2[N:5]=[CH:6][N:7]=1, predict the reactants needed to synthesize it. The reactants are: [NH2:1][C:2]1[C:3]2[C:10]([C:11]3[CH:16]=[CH:15][CH:14]=[C:13]([O:17][CH2:18][CH:19]4[CH2:24][CH2:23][CH2:22][CH2:21][O:20]4)[CH:12]=3)=[CH:9][N:8]([C@@H:25]3[CH2:28][C@H:27]([CH2:29][OH:30])[CH2:26]3)[C:4]=2[N:5]=[CH:6][N:7]=1. (3) The reactants are: [C:1]([O:5][C:6]([N:8]1[CH2:13][CH2:12][N:11]([CH2:14][C:15]2[C:20]([Cl:21])=[CH:19][C:18]([C:22]([OH:24])=O)=[C:17]([NH2:25])[C:16]=2[Cl:26])[CH2:10][CH2:9]1)=[O:7])([CH3:4])([CH3:3])[CH3:2].NC1C(Cl)=C(C=O)C(C(F)(F)F)=CC=1C([NH:32][CH2:33][C:34]1[CH:39]=[C:38]([Cl:40])[CH:37]=[CH:36][C:35]=1[S:41]([CH2:44][CH3:45])(=[O:43])=[O:42])=O. Given the product [C:1]([O:5][C:6]([N:8]1[CH2:9][CH2:10][N:11]([CH2:14][C:15]2[C:20]([Cl:21])=[CH:19][C:18]([C:22](=[O:24])[NH:32][CH2:33][C:34]3[CH:39]=[C:38]([Cl:40])[CH:37]=[CH:36][C:35]=3[S:41]([CH2:44][CH3:45])(=[O:43])=[O:42])=[C:17]([NH2:25])[C:16]=2[Cl:26])[CH2:12][CH2:13]1)=[O:7])([CH3:4])([CH3:3])[CH3:2], predict the reactants needed to synthesize it. (4) The reactants are: [Cl:1][C:2]1[CH:7]=[CH:6][C:5](B(O)O)=[CH:4][C:3]=1[C:11]([NH:13][CH2:14][C:15]12[CH2:24][CH:19]3[CH2:20][CH:21]([CH2:23][CH:17]([CH2:18]3)[CH2:16]1)[CH2:22]2)=[O:12].[CH3:25][O:26][C:27]([C:29]1[CH:30]=[N:31][CH:32]=[C:33](Br)[CH:34]=1)=[O:28]. Given the product [Cl:1][C:2]1[CH:7]=[CH:6][C:5]([C:33]2[CH:34]=[C:29]([C:27]([O:26][CH3:25])=[O:28])[CH:30]=[N:31][CH:32]=2)=[CH:4][C:3]=1[C:11]([NH:13][CH2:14][C:15]12[CH2:24][CH:19]3[CH2:20][CH:21]([CH2:23][CH:17]([CH2:18]3)[CH2:16]1)[CH2:22]2)=[O:12], predict the reactants needed to synthesize it. (5) Given the product [CH2:23]([N:25]1[CH:29]=[C:28]([NH:30][C:2]2[N:7]=[CH:6][C:5](/[CH:8]=[CH:9]/[C:10]3[CH:11]=[C:12]([CH:17]=[C:18]([O:21][CH3:22])[C:19]=3[F:20])[C:13]([O:15][CH3:16])=[O:14])=[CH:4][N:3]=2)[CH:27]=[N:26]1)[CH3:24], predict the reactants needed to synthesize it. The reactants are: Cl[C:2]1[N:7]=[CH:6][C:5](/[CH:8]=[CH:9]/[C:10]2[CH:11]=[C:12]([CH:17]=[C:18]([O:21][CH3:22])[C:19]=2[F:20])[C:13]([O:15][CH3:16])=[O:14])=[CH:4][N:3]=1.[CH2:23]([N:25]1[CH:29]=[C:28]([NH2:30])[CH:27]=[N:26]1)[CH3:24].C1(C)C=CC(S(O)(=O)=O)=CC=1. (6) The reactants are: C[Si]([N-][Si](C)(C)C)(C)C.[Li+].[Br:11][C:12]1[CH:13]=[C:14]([CH:19]2SCCCS2)[CH:15]=[CH:16][C:17]=1[F:18].[O:25]1[CH2:30][CH2:29][CH:28]([CH:31]=[O:32])[CH2:27][CH2:26]1.[Cl-].[NH4+].BrN1C(=[O:41])CCC1=O.S([O-])([O-])=O.[Na+].[Na+]. Given the product [Br:11][C:12]1[CH:13]=[C:14]([C:19](=[O:41])[C:31]([CH:28]2[CH2:29][CH2:30][O:25][CH2:26][CH2:27]2)=[O:32])[CH:15]=[CH:16][C:17]=1[F:18], predict the reactants needed to synthesize it.